This data is from CYP3A4 inhibition data for predicting drug metabolism from PubChem BioAssay. The task is: Regression/Classification. Given a drug SMILES string, predict its absorption, distribution, metabolism, or excretion properties. Task type varies by dataset: regression for continuous measurements (e.g., permeability, clearance, half-life) or binary classification for categorical outcomes (e.g., BBB penetration, CYP inhibition). Dataset: cyp3a4_veith. (1) The molecule is CO[C@@H]1COC(=O)[C@H]2CCCN2C(=O)C/C=C\[C@@H](C)[C@H](OC)COC(=O)C/C=C\[C@@H]1C. The result is 0 (non-inhibitor). (2) The drug is c1ccc(CN2COc3c(ccc4c5c(ccc34)CN(Cc3ccccc3)CO5)C2)cc1. The result is 0 (non-inhibitor).